Dataset: Forward reaction prediction with 1.9M reactions from USPTO patents (1976-2016). Task: Predict the product of the given reaction. The product is: [CH:34]1([CH2:33][O:32][C:29]2[CH:30]=[CH:31][C:26]([C:25]3[O:39][C:9]4[C:14]([F:15])=[C:13]([OH:16])[CH:12]=[CH:11][C:10]=4[N:24]=3)=[C:27]([F:38])[C:28]=2[F:37])[CH2:35][CH2:36]1. Given the reactants C(O[C:9]1[C:14]([F:15])=[C:13]([O:16]CC2C=CC=CC=2)[CH:12]=[CH:11][C:10]=1[NH:24][C:25](=[O:39])[C:26]1[CH:31]=[CH:30][C:29]([O:32][CH2:33][CH:34]2[CH2:36][CH2:35]2)=[C:28]([F:37])[C:27]=1[F:38])C1C=CC=CC=1, predict the reaction product.